Dataset: Forward reaction prediction with 1.9M reactions from USPTO patents (1976-2016). Task: Predict the product of the given reaction. (1) Given the reactants [CH3:1][N:2]1[CH:6]=[C:5]([NH2:7])[CH:4]=[N:3]1.[NH2:8][C@@H:9]1[C@@H:14]2[CH2:15][C@@H:11]([CH:12]=[CH:13]2)[C@@H:10]1[C:16]([NH2:18])=[O:17].Cl[C:20]1[N:25]=[C:24](Cl)[C:23]([Br:27])=[CH:22][N:21]=1.Cl[C:29]1N=C(Cl)C(F)=CN=1, predict the reaction product. The product is: [Br:27][C:23]1[C:22]([NH:8][C@@H:9]2[C@@H:14]3[CH2:15][C@@H:11]([CH:12]=[CH:13]3)[C@@H:10]2[C:16]([NH2:18])=[O:17])=[N:21][C:20]([NH:7][C:5]2[CH:4]=[N:3][N:2]([CH2:1][CH3:29])[CH:6]=2)=[N:25][CH:24]=1. (2) The product is: [Br:16][C:17]1[CH:18]=[CH:19][C:20]([N:23]2[C:10](=[O:15])[CH2:11][C:12]([CH3:14])([CH3:13])[NH:24]2)=[N:21][CH:22]=1. Given the reactants N1([C:10](=[O:15])[CH:11]=[C:12]([CH3:14])[CH3:13])C2C=CC=CC=2N=N1.[Br:16][C:17]1[CH:18]=[CH:19][C:20]([NH:23][NH2:24])=[N:21][CH:22]=1.CCN(CC)CC, predict the reaction product. (3) Given the reactants [C:1](=O)([O-])[O-].[K+].[K+].CI.[C:9]([O:13][C:14]([NH:16][C@@H:17]1[CH2:22][CH2:21][CH2:20][N:19]([C:23]2[N:24]([CH2:42][C:43]3[CH:48]=[CH:47][CH:46]=[CH:45][C:44]=3[Cl:49])[C:25]([C:29]([NH:31][C:32]3[CH:41]=[CH:40][CH:39]=[CH:38][C:33]=3[C:34]([O:36][CH3:37])=[O:35])=[O:30])=[C:26]([I:28])[N:27]=2)[CH2:18]1)=[O:15])([CH3:12])([CH3:11])[CH3:10].[Cl-].[Na+], predict the reaction product. The product is: [C:9]([O:13][C:14]([NH:16][C@@H:17]1[CH2:22][CH2:21][CH2:20][N:19]([C:23]2[N:24]([CH2:42][C:43]3[CH:48]=[CH:47][CH:46]=[CH:45][C:44]=3[Cl:49])[C:25]([C:29]([N:31]([CH3:1])[C:32]3[CH:41]=[CH:40][CH:39]=[CH:38][C:33]=3[C:34]([O:36][CH3:37])=[O:35])=[O:30])=[C:26]([I:28])[N:27]=2)[CH2:18]1)=[O:15])([CH3:12])([CH3:10])[CH3:11]. (4) Given the reactants [CH3:1][O:2][C:3]1[CH:4]=[C:5]([CH:13]=[CH:14][CH:15]=1)[CH2:6][CH:7]1[CH2:12][CH2:11][CH2:10][NH:9][CH2:8]1.[F:16][C:17]([F:22])([F:21])[C@@H:18]1[CH2:20][O:19]1, predict the reaction product. The product is: [F:16][C:17]([F:22])([F:21])[C@@H:18]([OH:19])[CH2:20][N:9]1[CH2:10][CH2:11][CH2:12][CH:7]([CH2:6][C:5]2[CH:13]=[CH:14][CH:15]=[C:3]([O:2][CH3:1])[CH:4]=2)[CH2:8]1. (5) Given the reactants [Br:1][C:2]1[CH:3]=[C:4]([CH:7]=[C:8]([N+:10]([O-:12])=[O:11])[CH:9]=1)[CH2:5][OH:6].[Si:13](Cl)([C:16]([CH3:19])([CH3:18])[CH3:17])([CH3:15])[CH3:14].N1C=CN=C1, predict the reaction product. The product is: [Br:1][C:2]1[CH:3]=[C:4]([CH:7]=[C:8]([N+:10]([O-:12])=[O:11])[CH:9]=1)[CH2:5][O:6][Si:13]([C:16]([CH3:19])([CH3:18])[CH3:17])([CH3:15])[CH3:14]. (6) Given the reactants [F:1][C:2]1[CH:7]=[C:6]([OH:8])[CH:5]=[CH:4][C:3]=1[CH2:9][C:10]([N:12]1[CH2:17][CH2:16][O:15][CH2:14][CH2:13]1)=[S:11].[Cl:18][C:19]1[CH:20]=[N:21][C:22]([N:25]2[CH2:30][CH2:29][CH:28]([CH2:31][CH2:32][CH2:33]O)[CH2:27][CH2:26]2)=[N:23][CH:24]=1, predict the reaction product. The product is: [Cl:18][C:19]1[CH:20]=[N:21][C:22]([N:25]2[CH2:30][CH2:29][CH:28]([CH2:31][CH2:32][CH2:33][O:8][C:6]3[CH:5]=[CH:4][C:3]([CH2:9][C:10]([N:12]4[CH2:13][CH2:14][O:15][CH2:16][CH2:17]4)=[S:11])=[C:2]([F:1])[CH:7]=3)[CH2:27][CH2:26]2)=[N:23][CH:24]=1. (7) Given the reactants [CH3:1][O:2][C:3]1[C:4]([O:25][CH3:26])=[CH:5][C:6]2[O:10][C:9]([C:11]([CH2:13][CH2:14]/[CH:15]=[C:16](\[CH3:23])/[CH2:17][CH2:18][CH:19]=[C:20]([CH3:22])[CH3:21])=[CH2:12])=[CH:8][C:7]=2[CH:24]=1.[CH3:27]O, predict the reaction product. The product is: [CH3:1][O:2][C:3]1[C:4]([O:25][CH3:26])=[CH:5][C:6]2[O:10][C:9]([CH:11]([CH2:13][CH2:14]/[CH:15]=[C:16](\[CH3:23])/[CH2:17][CH2:18][CH:19]=[C:20]([CH3:21])[CH3:22])[CH2:12][CH3:27])=[CH:8][C:7]=2[CH:24]=1.